From a dataset of Reaction yield outcomes from USPTO patents with 853,638 reactions. Predict the reaction yield, written as a fraction of the theoretical maximum amount of product (1.0 means a 100% yield; for example, 0.34 means a 34% yield). (1) The reactants are C[O:2][C:3]([C:5]1[CH:6]=[C:7]2[C:12](=[CH:13][CH:14]=1)[NH:11][CH:10]([C:15]1[CH:20]=[CH:19][CH:18]=[C:17]([N:21]3[CH2:26][CH2:25][N:24]([CH3:27])[CH2:23][CH2:22]3)[CH:16]=1)[CH2:9][C:8]2([CH3:29])[CH3:28])=[O:4].[OH-].[Na+].Cl. The catalyst is CO.O1CCCC1.O. The product is [CH3:28][C:8]1([CH3:29])[C:7]2[C:12](=[CH:13][CH:14]=[C:5]([C:3]([OH:4])=[O:2])[CH:6]=2)[NH:11][CH:10]([C:15]2[CH:20]=[CH:19][CH:18]=[C:17]([N:21]3[CH2:26][CH2:25][N:24]([CH3:27])[CH2:23][CH2:22]3)[CH:16]=2)[CH2:9]1. The yield is 0.990. (2) The yield is 0.810. The catalyst is CN(C=O)C. The reactants are [C:1]([O:5][C:6]([NH:8][C@H:9]([C:22]([OH:24])=[O:23])[CH2:10][C:11]1[C:19]2[C:14](=[CH:15][CH:16]=[CH:17][CH:18]=2)[N:13]([CH2:20][CH3:21])[CH:12]=1)=[O:7])([CH3:4])([CH3:3])[CH3:2].[C:25](=O)([O-])[O-].[K+].[K+].IC. The product is [C:1]([O:5][C:6]([NH:8][C@H:9]([C:22]([O:24][CH3:25])=[O:23])[CH2:10][C:11]1[C:19]2[C:14](=[CH:15][CH:16]=[CH:17][CH:18]=2)[N:13]([CH2:20][CH3:21])[CH:12]=1)=[O:7])([CH3:2])([CH3:3])[CH3:4]. (3) The reactants are [C:1]([O:7][CH2:8][CH3:9])(=[O:6])[CH2:2][C:3]([CH3:5])=O.[Br:10][C:11]1[CH:18]=[CH:17][C:14]([CH:15]=O)=[CH:13][CH:12]=1.[NH4+:19].[OH-:20]. The catalyst is CCO.C(Cl)Cl. The product is [Br:10][C:11]1[CH:18]=[CH:17][C:14]([CH:15]2[C:2]([C:1]([O:7][CH2:8][CH3:9])=[O:6])=[C:3]([CH3:5])[NH:19][C:3]([CH3:5])=[C:2]2[C:1]([O:7][CH2:8][CH3:9])=[O:20])=[CH:13][CH:12]=1. The yield is 0.660. (4) The reactants are [C:1]([O:5][C:6]([NH:8][C:9]1[CH:10]=[C:11]([CH:15]=[CH:16][CH:17]=1)[C:12]([OH:14])=O)=[O:7])([CH3:4])([CH3:3])[CH3:2].CCN=C=NCCCN(C)C.C1C=CC2N(O)N=NC=2C=1.CCN(CC)CC.[NH2:46][CH2:47][CH:48]([OH:59])[CH2:49][N:50]1[CH2:58][C:57]2[C:52](=[CH:53][CH:54]=[CH:55][CH:56]=2)[CH2:51]1. The catalyst is C(Cl)Cl. The product is [OH:59][CH:48]([CH2:49][N:50]1[CH2:51][C:52]2[C:57](=[CH:56][CH:55]=[CH:54][CH:53]=2)[CH2:58]1)[CH2:47][NH:46][C:12]([C:11]1[CH:10]=[C:9]([NH:8][C:6](=[O:7])[O:5][C:1]([CH3:2])([CH3:3])[CH3:4])[CH:17]=[CH:16][CH:15]=1)=[O:14]. The yield is 0.490. (5) The reactants are Br[C:2]1[CH:3]=[C:4]([NH:11][C:12](=[O:14])[CH3:13])[CH:5]=[C:6]([N+:8]([O-:10])=[O:9])[CH:7]=1.N#N.[F:17][C:18]1[CH:23]=[CH:22][CH:21]=[C:20]([F:24])[C:19]=1B(O)O.C(=O)([O-])[O-].[Na+].[Na+]. The catalyst is COCCOC.C1C=CC(P(C2C=CC=CC=2)[C-]2C=CC=C2)=CC=1.C1C=CC(P(C2C=CC=CC=2)[C-]2C=CC=C2)=CC=1.Cl[Pd]Cl.[Fe+2]. The yield is 0.940. The product is [F:17][C:18]1[CH:23]=[CH:22][CH:21]=[C:20]([F:24])[C:19]=1[C:2]1[CH:7]=[C:6]([N+:8]([O-:10])=[O:9])[CH:5]=[C:4]([NH:11][C:12](=[O:14])[CH3:13])[CH:3]=1. (6) The reactants are [F:8][C:7]([F:10])([F:9])[C:6](O[C:6](=[O:11])[C:7]([F:10])([F:9])[F:8])=[O:11].[N+:14]([C:17]1[CH:22]=[CH:21][C:20]([S:23]([CH3:26])(=[NH:25])=[O:24])=[CH:19][CH:18]=1)([O-:16])=[O:15].C(N(CC)CC)C.C(OC(C)C)(C)C. The catalyst is CN(C1C=CN=CC=1)C.C(Cl)Cl. The product is [CH3:26][S:23]([C:20]1[CH:19]=[CH:18][C:17]([N+:14]([O-:16])=[O:15])=[CH:22][CH:21]=1)(=[N:25][C:6](=[O:11])[C:7]([F:8])([F:9])[F:10])=[O:24]. The yield is 0.980. (7) The reactants are N12CCCN=C1CCCCC2.[CH3:12][O:13][C:14]1[CH:23]=[C:22]2[C:17]([N:18]=[CH:19][C:20]([S:24][CH2:25][CH2:26][N:27]3[CH2:32][CH2:31][CH:30]([N:33]([CH3:46])S(C4C=CC=CC=4[N+]([O-])=O)(=O)=O)[CH2:29][CH2:28]3)=[N:21]2)=[CH:16][CH:15]=1.SCCO. The catalyst is CN(C)C=O. The product is [CH3:12][O:13][C:14]1[CH:23]=[C:22]2[C:17]([N:18]=[CH:19][C:20]([S:24][CH2:25][CH2:26][N:27]3[CH2:28][CH2:29][CH:30]([NH:33][CH3:46])[CH2:31][CH2:32]3)=[N:21]2)=[CH:16][CH:15]=1. The yield is 0.620.